Regression/Classification. Given a drug SMILES string, predict its toxicity properties. Task type varies by dataset: regression for continuous values (e.g., LD50, hERG inhibition percentage) or binary classification for toxic/non-toxic outcomes (e.g., AMES mutagenicity, cardiotoxicity, hepatotoxicity). Dataset: herg_karim. From a dataset of hERG potassium channel inhibition data for cardiac toxicity prediction from Karim et al.. (1) The molecule is CC(=O)Nc1cccc(-c2ccc(Cc3ocnc3C(=O)N[C@@H](Cc3ccccc3)C(=O)O)cc2)c1. The result is 1 (blocker). (2) The molecule is C[C@@H]1CCCN1CCc1ccc2nc(-c3csc(-c4ccccc4)n3)ccc2c1. The result is 1 (blocker). (3) The molecule is Cc1cccc2c1C(C(=O)NCc1ccc(OC(F)(F)F)cc1)N(CCc1ccccn1)C2=O. The result is 1 (blocker). (4) The compound is COc1ccc2c(OC[C@H](O)CO)nc(C#N)c(-c3ccccc3)c2c1. The result is 0 (non-blocker). (5) The compound is CC1(C)Cc2c(sc(NC(=O)Nc3ccc(Cl)cc3)c2C(N)=O)C(C)(C)N1.Cl. The result is 0 (non-blocker). (6) The compound is Cc1ccc(C(C)N2C3CCC2CC(Oc2cccc(C(N)=O)c2)C3)s1. The result is 1 (blocker).